From a dataset of Full USPTO retrosynthesis dataset with 1.9M reactions from patents (1976-2016). Predict the reactants needed to synthesize the given product. (1) Given the product [CH2:1]([C:5]1[O:9][C:8]([NH:10][C@H:11]([C:15]([OH:17])=[O:16])[CH:12]([CH3:14])[CH3:13])=[N:7][N:6]=1)[CH2:2][CH:3]=[CH2:4], predict the reactants needed to synthesize it. The reactants are: [CH2:1]([C:5]1[O:9][C:8]([NH:10][C@H:11]([C:15]([O:17]C)=[O:16])[CH:12]([CH3:14])[CH3:13])=[N:7][N:6]=1)[CH2:2][CH:3]=[CH2:4].[Li+].[OH-].Cl. (2) Given the product [Br:17][C:15]1[CH:14]=[CH:13][C:11]2[N:12]=[C:8]([CH2:7][CH2:6][OH:5])[S:9][C:10]=2[CH:16]=1, predict the reactants needed to synthesize it. The reactants are: [BH4-].[Na+].C([O:5][C:6](=O)[CH2:7][C:8]1[S:9][C:10]2[CH:16]=[C:15]([Br:17])[CH:14]=[CH:13][C:11]=2[N:12]=1)C.